From a dataset of Choline transporter screen with 302,306 compounds. Binary Classification. Given a drug SMILES string, predict its activity (active/inactive) in a high-throughput screening assay against a specified biological target. The drug is S=C(N)/C(=N/Nc1ccc(OC(F)(F)F)cc1)C#N. The result is 1 (active).